The task is: Binary Classification. Given a miRNA mature sequence and a target amino acid sequence, predict their likelihood of interaction.. This data is from Experimentally validated miRNA-target interactions with 360,000+ pairs, plus equal number of negative samples. (1) The miRNA is hsa-miR-6803-5p with sequence CUGGGGGUGGGGGGCUGGGCGU. The protein sequence of the target gene is MAVAPRLFGGLCFRFRDQNPEVAVEGRLPISHSCVGCRRERTAMATVAANPAAAAAAVAAAAAVTEDREPQHEELPGLDSQWRQIENGESGRERPLRAGESWFLVEKHWYKQWEAYVQGGDQDSSTFPGCINNATLFQDEINWRLKEGLVEGEDYVLLPAAAWHYLVSWYGLEHGQPPIERKVIELPNIQKVEVYPVELLLVRHNDLGKSHTVQFSHTDSIGLVLRTARERFLVEPQEDTRLWAKNSEGSLDRLYDTHITVLDAALETGQLIIMETRKKDGTWPSAQLHVMNNNMSEEDE.... Result: 0 (no interaction). (2) The protein sequence of the target gene is MVNSCCGSVCSDQGCGLENCCRPSYCQTTCCRTTCCRPSCCVSSCCRPQCCQTTCCRTTCCHPSCCVSSCCRPQCCQSVCCQPTCCRPQCCQTTCCRTTCCRPSCCRPQCCQSVCCQPTCCCPSYCVSSCCRPQCCQTTCCRTTCCRPSCCVSRCYRPHCGQSLCC. Result: 1 (interaction). The miRNA is hsa-miR-335-5p with sequence UCAAGAGCAAUAACGAAAAAUGU. (3) The miRNA is mmu-miR-3473c with sequence UCUCUCCAGCCCCCAUAAUAAG. The protein sequence of the target gene is MSSENKEQHDLSPRDLPEEAFGFPSELPLETQRRSGTDLRQSETGHGRRAFRRIHMELREKPDTDIKQFVIRELQKSCQCSAAKVRDGAFDFFPVLRWLPKYDLKKNILGDVMSGLIVGILLVPQSIAYSLLAGQEPIYGLYTSFFASIIYFLFGTSRHISVGIFGILCLMIGEVVDRELHKACPDTDATSSSIAVFSSGCVVVNHTLDGLCDKSCYAIKIGSTVTFMAGVYQVAMGFFQVGFVSVYLSDALLSGFVTGASFTILTSQAKYLLGLSLPRSHGVGSVITTWIHIFRNIRNT.... Result: 1 (interaction). (4) The miRNA is hsa-miR-6829-3p with sequence UGCCUCCUCCGUGGCCUCAG. The protein sequence of the target gene is MQAARVDYIAPWWVVWLHSVPHVGLRLQPVNSTFSPGDESYQESLLFLGLVAAVCLGLNLIFLVAYLVCACHCRRDDAVQTKQHHSCCITWTAVVAGLICCAAVGVGFYGNSETNDGAYQLMYSLDDANHTFSGIDALVSGTTQKMKVDLEQHLARLSEIFAARGDYLQTLKFIQQMAGSVVVQLSGLPVWREVTMELTKLSDQTGYVEYYRWLSYLLLFILDLVICLIACLGLAKRSKCLLASMLCCGALSLLLSWASLAADGSAAVATSDFCVAPDTFILNVTEGQISTEVTRYYLYC.... Result: 0 (no interaction). (5) The miRNA is mmu-miR-673-3p with sequence UCCGGGGCUGAGUUCUGUGCACC. The protein sequence of the target gene is MPSKSACLRHTEAPGQLEGRMLQGQPPNTEKKLIPTPGFLPASDSQGSETNPMPPFSIPAKTSNQNPQTKANLITPQPPIRPKLERTLSLDDKGWRRRRFRGSQEDLTVQNGASPCRGSLQDSVAQSPAYSRPLPCLSTSLQEIPKSRRATGSEGGSPSLWSDCLSGMISTSLDLLHRDAASGGPPSRLASLHASHTPPAMDLSIASSSLRTANKVDPEHTDYKLRMQTRLVRAHSNLGPSRPRSPLAGDDHSIHSARSFSLLAPIRTKDIRSRSYLEGSLLASGALLGAEELARYFPDR.... Result: 1 (interaction).